Dataset: Forward reaction prediction with 1.9M reactions from USPTO patents (1976-2016). Task: Predict the product of the given reaction. Given the reactants [NH2:1][CH2:2][C@@:3]1([OH:11])[CH:8]2[CH2:9][CH2:10][N:5]([CH2:6][CH2:7]2)[CH2:4]1.CCN(C(C)C)C(C)C.C([O-])([O-])=O.[Cs+].[Cs+].[O:27]1[C:35]2[C:30](=[N:31][CH:32]=[CH:33][CH:34]=2)[N:29]=[C:28]1[N:36]=[C:37](SC)SC, predict the reaction product. The product is: [O:27]1[C:35]2[C:30](=[N:31][CH:32]=[CH:33][CH:34]=2)[N:29]=[C:28]1[NH:36][C:37]1[O:11][C@:3]2([CH2:2][N:1]=1)[CH:8]1[CH2:7][CH2:6][N:5]([CH2:10][CH2:9]1)[CH2:4]2.